Task: Predict the reactants needed to synthesize the given product.. Dataset: Full USPTO retrosynthesis dataset with 1.9M reactions from patents (1976-2016) (1) Given the product [CH2:1]([C:4]1[C:9]([O:10][CH3:11])=[CH:8][CH:7]=[C:6]2[C:5]=1[O:15][C:19]([CH2:18][O:17][CH3:16])([CH3:20])[CH2:13][C:12]2=[O:14])[CH:2]=[CH2:3], predict the reactants needed to synthesize it. The reactants are: [CH2:1]([C:4]1[C:5]([OH:15])=[C:6]([C:12](=[O:14])[CH3:13])[CH:7]=[CH:8][C:9]=1[O:10][CH3:11])[CH:2]=[CH2:3].[CH3:16][O:17][CH2:18][C:19](=O)[CH3:20].N1CCCC1.C(O)(=O)C. (2) Given the product [C:53](=[O:56])([S:55][CH2:34]/[CH:35]=[CH:36]/[CH2:37][CH2:38]/[CH:39]=[CH:40]\[CH2:41]/[CH:42]=[CH:43]\[CH2:44]/[CH:45]=[CH:46]\[CH2:47]/[CH:48]=[CH:49]\[CH2:50][CH3:51])[CH3:54], predict the reactants needed to synthesize it. The reactants are: C1(P(C2C=CC=CC=2)C2C=CC=CC=2)C=CC=CC=1.CC(OC(/N=N/C(OC(C)C)=O)=O)C.[CH2:34](O)/[CH:35]=[CH:36]/[CH2:37][CH2:38]/[CH:39]=[CH:40]\[CH2:41]/[CH:42]=[CH:43]\[CH2:44]/[CH:45]=[CH:46]\[CH2:47]/[CH:48]=[CH:49]\[CH2:50][CH3:51].[C:53]([OH:56])(=[S:55])[CH3:54].CC1C(O)=C(C)C2CC[C@](CCC[C@@H](CCC[C@@H](CCCC(C)C)C)C)(C)OC=2C=1C. (3) Given the product [CH:9]([C:1]1([C:5]([O:7][CH3:8])=[O:6])[CH2:4][CH2:3][CH2:2]1)=[O:10], predict the reactants needed to synthesize it. The reactants are: [C:1]1([C:9](OC)=[O:10])([C:5]([O:7][CH3:8])=[O:6])[CH2:4][CH2:3][CH2:2]1.[H-].C([Al+]CC(C)C)C(C)C.C1(C)C=CC=CC=1. (4) Given the product [Cl:1][C:2]1[CH:7]=[CH:6][C:5]([CH:8]2[CH:12]([C:13]3[CH:18]=[CH:17][C:16]([Cl:19])=[CH:15][CH:14]=3)[N:11]([C:20]([N:22]3[CH2:23][CH2:24][N:25]([CH2:40][CH:41]([OH:42])[CH2:43][OH:44])[CH2:26][CH2:27]3)=[O:21])[C:10]([C:28]3[CH:33]=[CH:32][C:31]([O:34][CH3:35])=[CH:30][C:29]=3[O:36][CH:37]([CH3:39])[CH3:38])=[N:9]2)=[CH:4][CH:3]=1, predict the reactants needed to synthesize it. The reactants are: [Cl:1][C:2]1[CH:7]=[CH:6][C:5]([CH:8]2[CH:12]([C:13]3[CH:18]=[CH:17][C:16]([Cl:19])=[CH:15][CH:14]=3)[N:11]([C:20]([N:22]3[CH2:27][CH2:26][NH:25][CH2:24][CH2:23]3)=[O:21])[C:10]([C:28]3[CH:33]=[CH:32][C:31]([O:34][CH3:35])=[CH:30][C:29]=3[O:36][CH:37]([CH3:39])[CH3:38])=[N:9]2)=[CH:4][CH:3]=1.[CH2:40]1[O:42][CH:41]1[CH2:43][OH:44]. (5) Given the product [C:14]([C:10]1[C:9]([C:22]2[CH:21]=[N:20][CH:25]=[CH:24][CH:23]=2)=[C:8]([NH2:7])[N:12]([CH3:13])[N:11]=1)([CH3:15])([CH3:16])[CH3:17], predict the reactants needed to synthesize it. The reactants are: C(OC(=O)[NH:7][C:8]1[N:12]([CH3:13])[N:11]=[C:10]([C:14]([CH3:17])([CH3:16])[CH3:15])[C:9]=1Br)(C)(C)C.[N:20]1[CH:25]=[CH:24][CH:23]=[C:22](B(O)O)[CH:21]=1.C([O-])([O-])=O.[Na+].[Na+]. (6) The reactants are: [CH3:1][C:2]1[CH:7]=[CH:6][C:5]([CH3:8])=[CH:4][N+:3]=1[O-].C(OC(=O)C)(=[O:12])C.[OH-].[Na+]. Given the product [CH3:8][C:5]1[CH:6]=[CH:7][C:2]([CH2:1][OH:12])=[N:3][CH:4]=1, predict the reactants needed to synthesize it. (7) Given the product [CH2:1]([O:8][C:9]1[CH:26]=[CH:25][C:12]2[C:13]3[N:14]([CH2:31][C:32]4[CH:45]=[CH:44][C:35]([O:36][CH2:37][CH2:38][N:39]([CH2:42][CH3:43])[CH2:40][CH3:41])=[CH:34][CH:33]=4)[C:15]4[CH:16]=[CH:17][C:18]([O:23][CH3:24])=[CH:19][C:20]=4[C:21]=3[O:22][C:11]=2[CH:10]=1)[C:2]1[CH:3]=[CH:4][CH:5]=[CH:6][CH:7]=1, predict the reactants needed to synthesize it. The reactants are: [CH2:1]([O:8][C:9]1[CH:26]=[CH:25][C:12]2[C:13]3[NH:14][C:15]4[CH:16]=[CH:17][C:18]([O:23][CH3:24])=[CH:19][C:20]=4[C:21]=3[O:22][C:11]=2[CH:10]=1)[C:2]1[CH:7]=[CH:6][CH:5]=[CH:4][CH:3]=1.[H-].[Na+].Cl.Cl[CH2:31][C:32]1[CH:45]=[CH:44][C:35]([O:36][CH2:37][CH2:38][N:39]([CH2:42][CH3:43])[CH2:40][CH3:41])=[CH:34][CH:33]=1. (8) Given the product [F:26][C:25]([F:28])([F:27])[C:23]([NH:11][C:9]1[N:12]=[C:5]2[CH:4]=[CH:3][C:2]([F:1])=[CH:7][N:6]2[CH:8]=1)=[O:24], predict the reactants needed to synthesize it. The reactants are: [F:1][C:2]1[CH:3]=[CH:4][C:5](=[N:12]S(C2C=CC(C)=CC=2)(=O)=O)[N:6]([CH2:8][C:9]([NH2:11])=O)[CH:7]=1.[C:23](O[C:23]([C:25]([F:28])([F:27])[F:26])=[O:24])([C:25]([F:28])([F:27])[F:26])=[O:24]. (9) Given the product [F:1][C:2]1[C:3]([NH:25][C:26]2[CH:31]=[CH:30][C:29]([I:32])=[CH:28][C:27]=2[F:33])=[C:4]([C:9]([N:11]2[CH2:14][C:13]([CH2:16][NH:17][C:18](=[O:24])[O:19][C:20]([CH3:21])([CH3:23])[CH3:22])([O:15][CH3:34])[CH2:12]2)=[O:10])[CH:5]=[CH:6][C:7]=1[F:8], predict the reactants needed to synthesize it. The reactants are: [F:1][C:2]1[C:3]([NH:25][C:26]2[CH:31]=[CH:30][C:29]([I:32])=[CH:28][C:27]=2[F:33])=[C:4]([C:9]([N:11]2[CH2:14][C:13]([CH2:16][NH:17][C:18](=[O:24])[O:19][C:20]([CH3:23])([CH3:22])[CH3:21])([OH:15])[CH2:12]2)=[O:10])[CH:5]=[CH:6][C:7]=1[F:8].[CH3:34]I.